Predict the product of the given reaction. From a dataset of Forward reaction prediction with 1.9M reactions from USPTO patents (1976-2016). (1) Given the reactants [OH:1][CH:2]1[CH2:8][CH2:7][CH2:6][CH2:5][CH:4]([NH2:9])[CH2:3]1.Cl[C:11](OC1C=CC([N+]([O-])=O)=CC=1)=[O:12].C(N(C(C)C)CC)(C)C.[Cl:32][C:33]1[CH:42]=[C:41]2[C:36]([C:37]([N:43]3[CH2:48][CH2:47][NH:46][CH2:45][CH2:44]3)=[CH:38][CH:39]=[N:40]2)=[CH:35][CH:34]=1, predict the reaction product. The product is: [Cl:32][C:33]1[CH:42]=[C:41]2[C:36]([C:37]([N:43]3[CH2:48][CH2:47][N:46]([C:11]([NH:9][CH:4]4[CH2:5][CH2:6][CH2:7][CH2:8][CH:2]([OH:1])[CH2:3]4)=[O:12])[CH2:45][CH2:44]3)=[CH:38][CH:39]=[N:40]2)=[CH:35][CH:34]=1. (2) Given the reactants [CH2:1]([O:8][CH2:9][C@H:10]([CH:24]([CH3:26])[CH3:25])[CH2:11][C@H:12]([NH:16][C:17](=[O:23])[O:18][C:19]([CH3:22])([CH3:21])[CH3:20])[CH:13]1[CH2:15][O:14]1)[C:2]1[CH:7]=[CH:6][CH:5]=[CH:4][CH:3]=1.[NH4+:27].[OH-], predict the reaction product. The product is: [NH2:27][CH2:15][CH:13]([OH:14])[C@@H:12]([NH:16][C:17](=[O:23])[O:18][C:19]([CH3:22])([CH3:21])[CH3:20])[CH2:11][C@H:10]([CH2:9][O:8][CH2:1][C:2]1[CH:7]=[CH:6][CH:5]=[CH:4][CH:3]=1)[CH:24]([CH3:26])[CH3:25]. (3) Given the reactants [CH3:1][O:2][CH2:3][CH2:4][O:5][C:6]1[CH:26]=[CH:25][C:9]([O:10][C:11]2[CH:16]=[C:15]([CH3:17])[C:14]([C:18]3[N:19]=[C:20]([NH2:23])[S:21][CH:22]=3)=[C:13]([CH3:24])[CH:12]=2)=[CH:8][CH:7]=1.C(N(CC)CC)C.Cl.[C:35](Cl)(=[O:42])[C:36]1[CH:41]=[CH:40][N:39]=[CH:38][CH:37]=1, predict the reaction product. The product is: [CH3:1][O:2][CH2:3][CH2:4][O:5][C:6]1[CH:7]=[CH:8][C:9]([O:10][C:11]2[CH:16]=[C:15]([CH3:17])[C:14]([C:18]3[N:19]=[C:20]([NH:23][C:35](=[O:42])[C:36]4[CH:41]=[CH:40][N:39]=[CH:38][CH:37]=4)[S:21][CH:22]=3)=[C:13]([CH3:24])[CH:12]=2)=[CH:25][CH:26]=1. (4) Given the reactants Br[CH2:2][C:3]1[C:12]([Cl:13])=[N:11][CH:10]=[CH:9][C:4]=1[C:5]([O:7]C)=O.Cl.[Cl:15][C:16]1[CH:17]=[C:18]([CH:27]([NH2:29])[CH3:28])[CH:19]=[CH:20][C:21]=1[O:22][CH2:23][CH:24]([F:26])[F:25], predict the reaction product. The product is: [Cl:13][C:12]1[C:3]2[CH2:2][N:29]([CH:27]([C:18]3[CH:19]=[CH:20][C:21]([O:22][CH2:23][CH:24]([F:25])[F:26])=[C:16]([Cl:15])[CH:17]=3)[CH3:28])[C:5](=[O:7])[C:4]=2[CH:9]=[CH:10][N:11]=1.